Dataset: Full USPTO retrosynthesis dataset with 1.9M reactions from patents (1976-2016). Task: Predict the reactants needed to synthesize the given product. (1) Given the product [CH:40]1([C:38]([NH:37][C:35]2[N:36]=[C:31]3[CH:30]=[CH:29][C:28]([O:27][C:26]4[CH:43]=[CH:44][C:45]([CH3:46])=[C:24]([NH:23][C:8]([C:7]5[S:6][C:5]([CH3:11])=[N:4][C:3]=5[O:2][CH3:1])=[O:10])[CH:25]=4)=[N:33][N:32]3[CH:34]=2)=[O:39])[CH2:41][CH2:42]1, predict the reactants needed to synthesize it. The reactants are: [CH3:1][O:2][C:3]1[N:4]=[C:5]([CH3:11])[S:6][C:7]=1[C:8]([OH:10])=O.O1CCCC1.C(Cl)(=O)C(Cl)=O.[NH2:23][C:24]1[CH:25]=[C:26]([CH:43]=[CH:44][C:45]=1[CH3:46])[O:27][C:28]1[CH:29]=[CH:30][C:31]2[N:32]([CH:34]=[C:35]([NH:37][C:38]([CH:40]3[CH2:42][CH2:41]3)=[O:39])[N:36]=2)[N:33]=1. (2) Given the product [Cl:22][C:12]1[CH:13]=[C:14]2[C:9](=[CH:10][CH:11]=1)[N:8]=[C:7]([N:23]1[CH2:28][CH2:27][C:26]([F:30])([F:29])[CH2:25][CH2:24]1)[C:6]([C:4]([OH:5])=[O:3])=[C:15]2[C:16]1[CH:21]=[CH:20][CH:19]=[CH:18][CH:17]=1, predict the reactants needed to synthesize it. The reactants are: C([O:3][C:4]([C:6]1[C:7]([N:23]2[CH2:28][CH2:27][C:26]([F:30])([F:29])[CH2:25][CH2:24]2)=[N:8][C:9]2[C:14]([C:15]=1[C:16]1[CH:21]=[CH:20][CH:19]=[CH:18][CH:17]=1)=[CH:13][C:12]([Cl:22])=[CH:11][CH:10]=2)=[O:5])C.[OH-].[Na+]. (3) Given the product [CH3:1][C:2]1[O:6][C:5]([C:7]([NH:9][C:10]([C:13]2[N:19]([CH3:20])[C:17](=[O:18])[C:16]([OH:21])=[C:15]([C:22]([NH:24][CH2:25][C:26]3[CH:27]=[CH:28][C:29]([F:32])=[CH:30][CH:31]=3)=[O:23])[N:14]=2)([CH3:12])[CH3:11])=[O:8])=[N:4][N:3]=1.[CH:33]([NH:36][CH:37]([CH3:39])[CH3:38])([CH3:35])[CH3:34], predict the reactants needed to synthesize it. The reactants are: [CH3:1][C:2]1[O:6][C:5]([C:7]([NH:9][C:10]([C:13]2[N:19]([CH3:20])[C:17](=[O:18])[C:16]([OH:21])=[C:15]([C:22]([NH:24][CH2:25][C:26]3[CH:27]=[CH:28][C:29]([F:32])=[CH:30][CH:31]=3)=[O:23])[N:14]=2)([CH3:12])[CH3:11])=[O:8])=[N:4][N:3]=1.[CH:33]([NH:36][CH:37]([CH3:39])[CH3:38])([CH3:35])[CH3:34]. (4) Given the product [Br:32][C:33]1[C:34]([C:44]2([C:47]([NH:2][C@H:3]3[C:12]4[C:7](=[CH:8][C:9]([O:13][CH3:14])=[CH:10][CH:11]=4)[O:6][C@@H:5]([C:15]4[CH:16]=[CH:17][C:18]([C:19]([O:21][CH3:22])=[O:20])=[CH:23][CH:24]=4)[CH2:4]3)=[O:48])[CH2:45][CH2:46]2)=[CH:35][C:36]2[O:40][C:39]([F:41])([F:42])[O:38][C:37]=2[CH:43]=1, predict the reactants needed to synthesize it. The reactants are: Cl.[NH2:2][C@H:3]1[C:12]2[C:7](=[CH:8][C:9]([O:13][CH3:14])=[CH:10][CH:11]=2)[O:6][C@@H:5]([C:15]2[CH:24]=[CH:23][C:18]([C:19]([O:21][CH3:22])=[O:20])=[CH:17][CH:16]=2)[CH2:4]1.C(N(CC)CC)C.[Br:32][C:33]1[C:34]([C:44]2([C:47](Cl)=[O:48])[CH2:46][CH2:45]2)=[CH:35][C:36]2[O:40][C:39]([F:42])([F:41])[O:38][C:37]=2[CH:43]=1.Cl. (5) Given the product [CH3:23][C:17]1[CH:18]=[C:19]([CH3:22])[CH:20]=[CH:21][C:16]=1[N:13]1[CH2:14][CH2:15][N:10]([C:8]([C:5]2[CH:6]=[CH:7][C:2]([N:25]3[C:26](=[O:34])[CH2:27][C:28]4([CH2:33][CH2:32][CH2:31][CH2:30][CH2:29]4)[CH2:24]3)=[CH:3][CH:4]=2)=[O:9])[CH2:11][CH2:12]1, predict the reactants needed to synthesize it. The reactants are: Br[C:2]1[CH:7]=[CH:6][C:5]([C:8]([N:10]2[CH2:15][CH2:14][N:13]([C:16]3[CH:21]=[CH:20][C:19]([CH3:22])=[CH:18][C:17]=3[CH3:23])[CH2:12][CH2:11]2)=[O:9])=[CH:4][CH:3]=1.[CH2:24]1[C:28]2([CH2:33][CH2:32][CH2:31][CH2:30][CH2:29]2)[CH2:27][C:26](=[O:34])[NH:25]1. (6) Given the product [Cl:1][C:2]1[CH:7]=[C:6]([Cl:8])[CH:5]=[CH:4][C:3]=1[C:9]1[CH:10]=[CH:11][C:12]2[O:21][CH:20]3[CH:15]([CH:16]=[N:17][CH2:18][CH2:19]3)[C:13]=2[CH:14]=1, predict the reactants needed to synthesize it. The reactants are: [Cl:1][C:2]1[CH:7]=[C:6]([Cl:8])[CH:5]=[CH:4][C:3]=1[C:9]1[CH:10]=[CH:11][C:12]2[O:21][CH:20]3[CH:15]([CH2:16][N:17](C(OC(C)(C)C)=O)[CH2:18][CH2:19]3)[C:13]=2[CH:14]=1.FC(F)(F)C(O)=O.[OH-].[Na+]. (7) Given the product [C:17]([O:16][CH2:15][C@@H:14]([N:13]1[C:2]2[C:3](=[CH:21][C:22]([F:29])=[C:23]([Cl:28])[C:24]=2[N+:25]([O-:27])=[O:26])[C:4](=[O:5])[C:6]([C:7]([O:9][CH2:10][CH3:11])=[O:8])=[CH:12]1)[CH3:20])(=[O:19])[CH3:18], predict the reactants needed to synthesize it. The reactants are: Cl[C:2]1[C:24]([N+:25]([O-:27])=[O:26])=[C:23]([Cl:28])[C:22]([F:29])=[CH:21][C:3]=1[C:4]([C:6](=[CH:12][NH:13][C@@H:14]([CH3:20])[CH2:15][O:16][C:17](=[O:19])[CH3:18])[C:7]([O:9][CH2:10][CH3:11])=[O:8])=[O:5].[O-]P([O-])([O-])=O.[K+].[K+].[K+]. (8) Given the product [Br-:10].[C:15]([CH2:14][CH2:13][CH2:12][CH2:11][N:3]1[C:2]([Cl:1])=[C:6]([Cl:7])[N+:5]([CH2:19][C:20]2[C:29]3[C:24](=[CH:25][CH:26]=[CH:27][CH:28]=3)[CH:23]=[CH:22][CH:21]=2)=[CH:4]1)([OH:17])=[O:16], predict the reactants needed to synthesize it. The reactants are: [Cl:1][C:2]1[N:3]=[CH:4][NH:5][C:6]=1[Cl:7].[OH-].[K+].[Br:10][CH2:11][CH2:12][CH2:13][CH2:14][C:15]([OH:17])=[O:16].Br[CH2:19][C:20]1[C:29]2[C:24](=[CH:25][CH:26]=[CH:27][CH:28]=2)[CH:23]=[CH:22][CH:21]=1.Br. (9) Given the product [Br:17][C:15]1[CH:14]=[CH:13][C:12]([NH2:18])=[C:11]([CH2:10][S:7]([C:1]2[CH:2]=[CH:3][CH:4]=[CH:5][CH:6]=2)(=[O:8])=[O:9])[CH:16]=1, predict the reactants needed to synthesize it. The reactants are: [C:1]1([S:7]([CH2:10][C:11]2[CH:16]=[C:15]([Br:17])[CH:14]=[CH:13][C:12]=2[N+:18]([O-])=O)(=[O:9])=[O:8])[CH:6]=[CH:5][CH:4]=[CH:3][CH:2]=1.[H][H]. (10) Given the product [F:2][C@@:3]12[C@:16]3([CH3:17])[C:11](=[CH:12][C:13](=[O:18])[CH:14]=[CH:15]3)[C@@H:10]([F:19])[CH2:9][C@H:8]1[C@@H:7]1[CH2:20][C@@H:21]3[C@:25]([C:26](=[O:29])[CH2:27][F:28])([C@@:6]1([CH3:30])[CH2:5][C@@H:4]2[OH:31])[CH2:24][N:23]([CH2:37][C:36]1[CH:39]=[CH:40][C:33]([F:32])=[CH:34][CH:35]=1)[CH2:22]3, predict the reactants needed to synthesize it. The reactants are: Cl.[F:2][C@@:3]12[C@:16]3([CH3:17])[C:11](=[CH:12][C:13](=[O:18])[CH:14]=[CH:15]3)[C@@H:10]([F:19])[CH2:9][C@H:8]1[C@@H:7]1[CH2:20][C@@H:21]3[C@:25]([C:26](=[O:29])[CH2:27][F:28])([C@@:6]1([CH3:30])[CH2:5][C@@H:4]2[OH:31])[CH2:24][NH:23][CH2:22]3.[F:32][C:33]1[CH:40]=[CH:39][C:36]([CH2:37]Br)=[CH:35][CH:34]=1.C([O-])(O)=O.[Na+].